From a dataset of Full USPTO retrosynthesis dataset with 1.9M reactions from patents (1976-2016). Predict the reactants needed to synthesize the given product. (1) Given the product [C:52]([N:56]1[CH:60]=[C:59]([C:2]2[N:7]=[C:6]([C@@H:8]([NH:18][C:19](=[O:35])[CH2:20][N:21]3[C:25]4[C:26]([F:31])([F:30])[C@@H:27]5[CH2:29][C@@H:28]5[C:24]=4[C:23]([CH:32]([F:33])[F:34])=[N:22]3)[CH2:9][C:10]3[CH:15]=[C:14]([F:16])[CH:13]=[C:12]([F:17])[CH:11]=3)[C:5]([C:36]3[CH:37]=[CH:38][C:39]([Cl:51])=[C:40]4[C:44]=3[N:43]([CH3:45])[N:42]=[C:41]4[NH:46][S:47]([CH3:50])(=[O:49])=[O:48])=[CH:4][CH:3]=2)[CH:58]=[N:57]1)([CH3:55])([CH3:54])[CH3:53], predict the reactants needed to synthesize it. The reactants are: Cl[C:2]1[N:7]=[C:6]([C@@H:8]([NH:18][C:19](=[O:35])[CH2:20][N:21]2[C:25]3[C:26]([F:31])([F:30])[C@@H:27]4[CH2:29][C@@H:28]4[C:24]=3[C:23]([CH:32]([F:34])[F:33])=[N:22]2)[CH2:9][C:10]2[CH:15]=[C:14]([F:16])[CH:13]=[C:12]([F:17])[CH:11]=2)[C:5]([C:36]2[CH:37]=[CH:38][C:39]([Cl:51])=[C:40]3[C:44]=2[N:43]([CH3:45])[N:42]=[C:41]3[NH:46][S:47]([CH3:50])(=[O:49])=[O:48])=[CH:4][CH:3]=1.[C:52]([N:56]1[CH:60]=[C:59](B(O)O)[CH:58]=[N:57]1)([CH3:55])([CH3:54])[CH3:53].C([O-])([O-])=O.[K+].[K+].O. (2) Given the product [CH:34]1([CH2:33][CH:32]([N:4]2[C:3](=[O:15])[CH:2]=[C:25]([CH2:24][C:20]3[CH:21]=[CH:22][CH:23]=[C:18]([C:17]([F:28])([F:27])[F:16])[CH:19]=3)[CH:6]=[N:5]2)[C:31]([OH:30])=[O:40])[CH2:38][CH2:37][CH2:36][CH2:35]1, predict the reactants needed to synthesize it. The reactants are: Cl[C:2]1[C:3](=[O:15])[N:4](C2CCCCO2)[N:5]=[CH:6]C=1Cl.[F:16][C:17]([F:28])([F:27])[C:18]1[CH:19]=[C:20]([CH2:24][C:25]#N)[CH:21]=[CH:22][CH:23]=1.C[O:30][C:31](=[O:40])[CH:32](Br)[CH2:33][CH:34]1[CH2:38][CH2:37][CH2:36][CH2:35]1. (3) Given the product [F:12][C:13]([F:19])([F:18])[C:14]([NH:17][C:5]1[N:6]=[CH:7][CH:8]=[CH:9][C:4]=1[C:3]([O:2][CH3:1])=[O:11])([CH3:16])[CH3:15], predict the reactants needed to synthesize it. The reactants are: [CH3:1][O:2][C:3](=[O:11])[C:4]1[CH:9]=[CH:8][CH:7]=[N:6][C:5]=1F.[F:12][C:13]([F:19])([F:18])[C:14]([NH2:17])([CH3:16])[CH3:15]. (4) The reactants are: CO[C:3]([C:5]1[C:10](=[O:11])[N:9]([CH2:12][C:13]2[CH:18]=[CH:17][C:16]([Cl:19])=[CH:15][CH:14]=2)[N:8]2[CH:20]=[C:21]([Cl:23])[CH:22]=[C:7]2[C:6]=1[OH:24])=[O:4].[NH2:25][CH2:26][C:27]([O-:29])=[O:28].[Na+]. Given the product [Cl:23][C:21]1[CH:22]=[C:7]2[C:6]([OH:24])=[C:5]([C:3]([NH:25][CH2:26][C:27]([OH:29])=[O:28])=[O:4])[C:10](=[O:11])[N:9]([CH2:12][C:13]3[CH:18]=[CH:17][C:16]([Cl:19])=[CH:15][CH:14]=3)[N:8]2[CH:20]=1, predict the reactants needed to synthesize it. (5) Given the product [Br:12][C:13]1[CH:14]=[C:15]([O:21][CH2:4][CH2:3][O:2][CH3:1])[CH:16]=[CH:17][C:18]=1[O:19][CH3:20], predict the reactants needed to synthesize it. The reactants are: [CH3:1][O:2][CH2:3][CH2:4]Br.C(=O)([O-])[O-].[K+].[K+].[Br:12][C:13]1[CH:14]=[C:15]([OH:21])[CH:16]=[CH:17][C:18]=1[O:19][CH3:20]. (6) Given the product [CH3:1][C:2]1[CH:3]=[C:4]([C:14]([NH:25][C:24]2[CH:26]=[CH:27][C:21]([CH:17]([CH3:18])[CH2:19][CH3:20])=[CH:22][CH:23]=2)=[O:16])[C:5]2[N:10]([CH:11]=1)[CH2:9][CH2:8][S:7](=[O:12])(=[O:13])[N:6]=2, predict the reactants needed to synthesize it. The reactants are: [CH3:1][C:2]1[CH:3]=[C:4]([C:14]([OH:16])=O)[C:5]2[N:10]([CH:11]=1)[CH2:9][CH2:8][S:7](=[O:13])(=[O:12])[N:6]=2.[CH:17]([C:21]1[CH:27]=[CH:26][C:24]([NH2:25])=[CH:23][CH:22]=1)([CH2:19][CH3:20])[CH3:18].C1C=CC2N(O)N=NC=2C=1.CCN=C=NCCCN(C)C.Cl. (7) Given the product [NH2:14][C:11]1[CH:12]=[CH:13][C:8]([N:4]2[C:5]([CH3:7])=[CH:6][C:2]([CH3:1])=[N:3]2)=[C:9]([OH:17])[CH:10]=1, predict the reactants needed to synthesize it. The reactants are: [CH3:1][C:2]1[CH:6]=[C:5]([CH3:7])[N:4]([C:8]2[CH:13]=[CH:12][C:11]([N+:14]([O-])=O)=[CH:10][C:9]=2[OH:17])[N:3]=1. (8) Given the product [Cl:1][C:2]1[N:3]=[CH:4][C:5]([NH2:15])=[C:6]([N:8]2[CH2:13][CH2:12][N:11]([CH3:14])[CH2:10][CH2:9]2)[CH:7]=1, predict the reactants needed to synthesize it. The reactants are: [Cl:1][C:2]1[CH:7]=[C:6]([N:8]2[CH2:13][CH2:12][N:11]([CH3:14])[CH2:10][CH2:9]2)[C:5]([N+:15]([O-])=O)=[CH:4][N:3]=1.